The task is: Regression. Given two drug SMILES strings and cell line genomic features, predict the synergy score measuring deviation from expected non-interaction effect.. This data is from NCI-60 drug combinations with 297,098 pairs across 59 cell lines. (1) Drug 1: CCC(=C(C1=CC=CC=C1)C2=CC=C(C=C2)OCCN(C)C)C3=CC=CC=C3.C(C(=O)O)C(CC(=O)O)(C(=O)O)O. Drug 2: C1=NC2=C(N=C(N=C2N1C3C(C(C(O3)CO)O)F)Cl)N. Cell line: MOLT-4. Synergy scores: CSS=91.4, Synergy_ZIP=10.5, Synergy_Bliss=10.7, Synergy_Loewe=7.11, Synergy_HSA=11.4. (2) Drug 1: CC1=C(C=C(C=C1)C(=O)NC2=CC(=CC(=C2)C(F)(F)F)N3C=C(N=C3)C)NC4=NC=CC(=N4)C5=CN=CC=C5. Drug 2: B(C(CC(C)C)NC(=O)C(CC1=CC=CC=C1)NC(=O)C2=NC=CN=C2)(O)O. Cell line: T-47D. Synergy scores: CSS=28.2, Synergy_ZIP=-1.71, Synergy_Bliss=-4.17, Synergy_Loewe=-44.5, Synergy_HSA=-2.12. (3) Drug 1: C1=NC2=C(N=C(N=C2N1C3C(C(C(O3)CO)O)O)F)N. Drug 2: C1C(C(OC1N2C=NC(=NC2=O)N)CO)O. Cell line: SN12C. Synergy scores: CSS=5.32, Synergy_ZIP=-5.86, Synergy_Bliss=0.558, Synergy_Loewe=-3.69, Synergy_HSA=-3.31. (4) Drug 1: CC12CCC3C(C1CCC2OP(=O)(O)O)CCC4=C3C=CC(=C4)OC(=O)N(CCCl)CCCl.[Na+]. Drug 2: COCCOC1=C(C=C2C(=C1)C(=NC=N2)NC3=CC=CC(=C3)C#C)OCCOC.Cl. Cell line: LOX IMVI. Synergy scores: CSS=-35.5, Synergy_ZIP=39.5, Synergy_Bliss=45.5, Synergy_Loewe=-9.12, Synergy_HSA=-2.86. (5) Drug 1: C1=CN(C(=O)N=C1N)C2C(C(C(O2)CO)O)O.Cl. Drug 2: CC1=C(C(CCC1)(C)C)C=CC(=CC=CC(=CC(=O)O)C)C. Cell line: UO-31. Synergy scores: CSS=19.3, Synergy_ZIP=0.641, Synergy_Bliss=-0.0465, Synergy_Loewe=-13.4, Synergy_HSA=-0.566. (6) Drug 1: C1=CC(=CC=C1CC(C(=O)O)N)N(CCCl)CCCl.Cl. Drug 2: CCCS(=O)(=O)NC1=C(C(=C(C=C1)F)C(=O)C2=CNC3=C2C=C(C=N3)C4=CC=C(C=C4)Cl)F. Cell line: MALME-3M. Synergy scores: CSS=36.3, Synergy_ZIP=-5.91, Synergy_Bliss=-5.20, Synergy_Loewe=-21.2, Synergy_HSA=-4.73. (7) Drug 1: CC1C(C(CC(O1)OC2CC(CC3=C2C(=C4C(=C3O)C(=O)C5=C(C4=O)C(=CC=C5)OC)O)(C(=O)CO)O)N)O.Cl. Drug 2: N.N.Cl[Pt+2]Cl. Cell line: IGROV1. Synergy scores: CSS=72.8, Synergy_ZIP=-2.10, Synergy_Bliss=-0.177, Synergy_Loewe=-0.554, Synergy_HSA=2.64.